Dataset: Full USPTO retrosynthesis dataset with 1.9M reactions from patents (1976-2016). Task: Predict the reactants needed to synthesize the given product. (1) Given the product [CH3:1][O:2][C:3](=[O:25])[CH2:4][C@H:5]1[CH2:10][CH2:9][C@H:8]([C:11]2[CH:16]=[CH:15][C:14]([NH:34][CH2:33][CH2:32][O:31][Si:30]([C:26]([CH3:29])([CH3:28])[CH3:27])([CH3:36])[CH3:35])=[CH:13][CH:12]=2)[CH2:7][CH2:6]1, predict the reactants needed to synthesize it. The reactants are: [CH3:1][O:2][C:3](=[O:25])[CH2:4][C@H:5]1[CH2:10][CH2:9][C@H:8]([C:11]2[CH:16]=[CH:15][C:14](OS(C(F)(F)F)(=O)=O)=[CH:13][CH:12]=2)[CH2:7][CH2:6]1.[C:26]([Si:30]([CH3:36])([CH3:35])[O:31][CH2:32][CH2:33][NH2:34])([CH3:29])([CH3:28])[CH3:27].C(=O)([O-])[O-].[Cs+].[Cs+].CC(C1C=C(C(C)C)C(C2C=CC=CC=2P(C2CCCCC2)C2CCCCC2)=C(C(C)C)C=1)C. (2) Given the product [Br:1][C:2]1[CH:3]=[CH:4][C:5]([F:10])=[C:6](/[CH:7]=[C:19](\[NH:18][C:16]([O:15][C:11]([CH3:14])([CH3:13])[CH3:12])=[O:17])/[C:20]([O:22][CH2:23][C:24]2[CH:29]=[CH:28][CH:27]=[CH:26][CH:25]=2)=[O:21])[CH:9]=1, predict the reactants needed to synthesize it. The reactants are: [Br:1][C:2]1[CH:3]=[CH:4][C:5]([F:10])=[C:6]([CH:9]=1)[CH:7]=O.[C:11]([O:15][C:16]([NH:18][CH:19](P(OC)(OC)=O)[C:20]([O:22][CH2:23][C:24]1[CH:29]=[CH:28][CH:27]=[CH:26][CH:25]=1)=[O:21])=[O:17])([CH3:14])([CH3:13])[CH3:12].CC(C)=O.C(=O)=O.CN(C)C(N(C)C)=N. (3) Given the product [Cl:1][C:2]1[CH:31]=[CH:30][C:5]([CH2:6][N:7]2[C:15]3[C:10](=[CH:11][CH:12]=[CH:13][C:14]=3[C:16]([NH:18][C@H:19]([C:21]3[CH:29]=[CH:28][C:24]([C:25](=[O:26])[NH:44][S:45]([CH2:48][CH2:49][CH2:50][O:51][C:52](=[O:54])[CH3:53])(=[O:46])=[O:47])=[CH:23][CH:22]=3)[CH3:20])=[O:17])[CH:9]=[CH:8]2)=[CH:4][CH:3]=1, predict the reactants needed to synthesize it. The reactants are: [Cl:1][C:2]1[CH:31]=[CH:30][C:5]([CH2:6][N:7]2[C:15]3[C:10](=[CH:11][CH:12]=[CH:13][C:14]=3[C:16]([NH:18][C@H:19]([C:21]3[CH:29]=[CH:28][C:24]([C:25](O)=[O:26])=[CH:23][CH:22]=3)[CH3:20])=[O:17])[CH:9]=[CH:8]2)=[CH:4][CH:3]=1.C(N1C=CN=C1)(N1C=CN=C1)=O.[NH2:44][S:45]([CH2:48][CH2:49][CH2:50][O:51][C:52](=[O:54])[CH3:53])(=[O:47])=[O:46].N12CCCN=C1CCCCC2.C(O)(=O)CC(CC(O)=O)(C(O)=O)O. (4) Given the product [Cl:11][C:9]1[CH:8]=[C:4]([CH:3]=[C:2]([N:12]2[CH2:17][CH2:16][O:15][CH2:14][CH2:13]2)[N:10]=1)[C:5]([OH:7])=[O:6], predict the reactants needed to synthesize it. The reactants are: Cl[C:2]1[CH:3]=[C:4]([CH:8]=[C:9]([Cl:11])[N:10]=1)[C:5]([OH:7])=[O:6].[NH:12]1[CH2:17][CH2:16][O:15][CH2:14][CH2:13]1.CCN(C(C)C)C(C)C.